This data is from Peptide-MHC class II binding affinity with 134,281 pairs from IEDB. The task is: Regression. Given a peptide amino acid sequence and an MHC pseudo amino acid sequence, predict their binding affinity value. This is MHC class II binding data. (1) The peptide sequence is NLLQERLKKLKSEHG. The MHC is HLA-DPA10201-DPB11401 with pseudo-sequence HLA-DPA10201-DPB11401. The binding affinity (normalized) is 0. (2) The peptide sequence is AQLHVGAKQENWNTS. The MHC is DRB1_0802 with pseudo-sequence DRB1_0802. The binding affinity (normalized) is 0.0700. (3) The peptide sequence is HVVIEAYTAAVELMP. The MHC is HLA-DQA10102-DQB10602 with pseudo-sequence HLA-DQA10102-DQB10602. The binding affinity (normalized) is 0. (4) The peptide sequence is YDKFLANFSTVLTGK. The MHC is DRB1_0101 with pseudo-sequence DRB1_0101. The binding affinity (normalized) is 0.997. (5) The peptide sequence is LQLQPFPQPQLPYPQPQLPYPQPQLPYPQPQPF. The MHC is DRB1_0701 with pseudo-sequence DRB1_0701. The binding affinity (normalized) is 0. (6) The peptide sequence is TNILLNVPLRGTIVT. The MHC is DRB1_0401 with pseudo-sequence DRB1_0401. The binding affinity (normalized) is 0.733.